This data is from Reaction yield outcomes from USPTO patents with 853,638 reactions. The task is: Predict the reaction yield, written as a fraction of the theoretical maximum amount of product (1.0 means a 100% yield; for example, 0.34 means a 34% yield). The reactants are Cl[C:2]1[C:11]2[C:6](=[CH:7][CH:8]=[CH:9][CH:10]=2)[N:5]=[CH:4][C:3]=1[N+:12]([O-:14])=[O:13].C(N(CC)CC)C.[NH2:22][CH2:23][C:24]1([OH:34])[CH2:33][CH2:32][C:27]2([O:31][CH2:30][CH2:29][O:28]2)[CH2:26][CH2:25]1. The catalyst is ClCCl.O. The product is [N+:12]([C:3]1[CH:4]=[N:5][C:6]2[C:11]([C:2]=1[NH:22][CH2:23][C:24]1([OH:34])[CH2:33][CH2:32][C:27]3([O:31][CH2:30][CH2:29][O:28]3)[CH2:26][CH2:25]1)=[CH:10][CH:9]=[CH:8][CH:7]=2)([O-:14])=[O:13]. The yield is 0.720.